This data is from Full USPTO retrosynthesis dataset with 1.9M reactions from patents (1976-2016). The task is: Predict the reactants needed to synthesize the given product. (1) Given the product [CH2:15]1[C:10]2[CH:11]=[CH:12][CH:13]=[CH:8][C:9]=2[CH2:2][S:3](=[O:4])[O:5]1, predict the reactants needed to synthesize it. The reactants are: O[CH2:2][S:3]([O-:5])=[O:4].[Na+].Cl[C:8]1[C:9](Cl)=[C:10]([CH3:15])[C:11](C)=[CH:12][CH:13]=1.C(=O)([O-])[O-].[K+].[K+].C(OCC)(=O)C.CCCCCC. (2) Given the product [C:1]([O:5][C@@H:6]([C:12]1[C:37]([CH3:38])=[CH:36][C:15]2[N:16]=[C:17]([C:19]3[CH:24]=[CH:23][N:22]=[C:21]([C:25]4[CH:26]=[C:27]5[C:33]([CH3:34])=[N:32][N:31]([CH3:35])[C:28]5=[CH:29][N:30]=4)[CH:20]=3)[S:18][C:14]=2[C:13]=1[C:39]1[CH:40]=[CH:41][C:42]([Cl:45])=[CH:43][CH:44]=1)[C:7]([OH:9])=[O:8])([CH3:4])([CH3:2])[CH3:3], predict the reactants needed to synthesize it. The reactants are: [C:1]([O:5][C@@H:6]([C:12]1[C:37]([CH3:38])=[CH:36][C:15]2[N:16]=[C:17]([C:19]3[CH:24]=[CH:23][N:22]=[C:21]([C:25]4[CH:26]=[C:27]5[C:33]([CH3:34])=[N:32][N:31]([CH3:35])[C:28]5=[CH:29][N:30]=4)[CH:20]=3)[S:18][C:14]=2[C:13]=1[C:39]1[CH:44]=[CH:43][C:42]([Cl:45])=[CH:41][CH:40]=1)[C:7]([O:9]CC)=[O:8])([CH3:4])([CH3:3])[CH3:2].[OH-].[Na+].CN(C=O)C.C(O)(=O)C. (3) The reactants are: [C:1](Cl)(=[O:40])[O:2][CH:3]([CH2:22][CH2:23][CH2:24][CH2:25][CH2:26][CH2:27][CH2:28][CH2:29]/[CH:30]=[CH:31]\[CH2:32]/[CH:33]=[CH:34]\[CH2:35][CH2:36][CH2:37][CH2:38][CH3:39])[CH2:4][CH2:5][CH2:6][CH2:7][CH2:8][CH2:9][CH2:10][CH2:11]/[CH:12]=[CH:13]\[CH2:14]/[CH:15]=[CH:16]\[CH2:17][CH2:18][CH2:19][CH2:20][CH3:21].[CH3:42][N:43]([CH3:66])[CH2:44][CH2:45][CH2:46][NH:47][CH2:48][CH2:49][CH2:50][CH2:51][CH2:52][CH2:53][CH2:54][CH2:55]/[CH:56]=[CH:57]\[CH2:58]/[CH:59]=[CH:60]\[CH2:61][CH2:62][CH2:63][CH2:64][CH3:65].C(N(CC)CC)C. Given the product [CH3:66][N:43]([CH3:42])[CH2:44][CH2:45][CH2:46][N:47]([CH2:48][CH2:49][CH2:50][CH2:51][CH2:52][CH2:53][CH2:54][CH2:55]/[CH:56]=[CH:57]\[CH2:58]/[CH:59]=[CH:60]\[CH2:61][CH2:62][CH2:63][CH2:64][CH3:65])[C:1](=[O:40])[O:2][CH:3]([CH2:22][CH2:23][CH2:24][CH2:25][CH2:26][CH2:27][CH2:28][CH2:29]/[CH:30]=[CH:31]\[CH2:32]/[CH:33]=[CH:34]\[CH2:35][CH2:36][CH2:37][CH2:38][CH3:39])[CH2:4][CH2:5][CH2:6][CH2:7][CH2:8][CH2:9][CH2:10][CH2:11]/[CH:12]=[CH:13]\[CH2:14]/[CH:15]=[CH:16]\[CH2:17][CH2:18][CH2:19][CH2:20][CH3:21], predict the reactants needed to synthesize it. (4) Given the product [CH3:23][O:24][CH:25]([O:28][CH3:29])[C:26]1[NH:30][C:2]([CH2:1][CH3:6])=[C:3]([C:10]([F:22])([F:21])[F:9])[N:5]=1, predict the reactants needed to synthesize it. The reactants are: [CH2:1]1[C:6](=O)[N:5](Cl)[C:3](=O)[CH2:2]1.[F:9][C:10]([F:22])([F:21])C(C1(CC)SCCCS1)=O.[CH3:23][O:24][CH:25]([O:28][CH3:29])[CH:26]=O.[NH3:30]. (5) Given the product [CH3:15][CH2:16][O:17][C:18]([C:20]1[CH:25]([C:26]2[CH:27]=[CH:28][CH:29]=[CH:30][C:31]=2[Cl:32])[C:24]([C:33]([O:35][CH3:36])=[O:34])=[C:23]([CH3:37])[NH:22][C:21]=1[CH2:38][O:39][CH2:40][CH2:41][NH2:42])=[O:19].[CH:2](/[C:1]([OH:8])=[O:7])=[CH:3]/[C:4]([OH:6])=[O:5], predict the reactants needed to synthesize it. The reactants are: [C:1]([OH:8])(=[O:7])/[CH:2]=[CH:3]\[C:4]([OH:6])=[O:5].C(OC)(C)(C)C.[CH3:15][CH2:16][O:17][C:18]([C:20]1[CH:25]([C:26]2[C:31]([Cl:32])=[CH:30][CH:29]=[CH:28][CH:27]=2)[C:24]([C:33]([O:35][CH3:36])=[O:34])=[C:23]([CH3:37])[NH:22][C:21]=1[CH2:38][O:39][CH2:40][CH2:41][NH2:42])=[O:19]. (6) Given the product [CH3:1][O:2][C:3]1[CH:4]=[C:5]([CH:6]=[CH:7][C:8]=1[O:9][CH3:10])[C:13]([CH:14]1[CH:15]([C:16]([OH:18])=[O:17])[CH2:19][CH:20]=[CH:21][CH2:22]1)=[O:23], predict the reactants needed to synthesize it. The reactants are: [CH3:1][O:2][C:3]1[CH:4]=[C:5]([Mg]Br)[CH:6]=[CH:7][C:8]=1[O:9][CH3:10].[C:13]1(=[O:23])[O:18][C:16](=[O:17])[C@H:15]2[CH2:19][CH:20]=[CH:21][CH2:22][C@@H:14]12. (7) Given the product [Cl:1][C:2]1[CH:7]=[C:6]([Cl:8])[CH:5]=[CH:4][C:3]=1[C:9]1[N:10]=[C:11]([CH2:28][CH3:29])[C:12]([NH:17][C@H:18]2[C@H:19]([OH:27])[CH2:20][N:42]([C:46]([O:48][CH2:49][C:50]3[CH:55]=[CH:54][CH:53]=[CH:52][CH:51]=3)=[O:47])[CH2:41]2)=[N:13][C:14]=1[CH2:15][CH3:16], predict the reactants needed to synthesize it. The reactants are: [Cl:1][C:2]1[CH:7]=[C:6]([Cl:8])[CH:5]=[CH:4][C:3]=1[C:9]1[N:10]=[C:11]([CH2:28][CH3:29])[C:12]([NH:17][C@@H:18]2C3C(=CC=CC=3)[CH2:20][C@@H:19]2[OH:27])=[N:13][C:14]=1[CH2:15][CH3:16].BrC1N=C(CC)C(N[C@H]2[C@H](O)C[N:42]([C:46]([O:48][CH2:49][C:50]3[CH:55]=[CH:54][CH:53]=[CH:52][CH:51]=3)=[O:47])[CH2:41]2)=NC=1CC.